From a dataset of Reaction yield outcomes from USPTO patents with 853,638 reactions. Predict the reaction yield, written as a fraction of the theoretical maximum amount of product (1.0 means a 100% yield; for example, 0.34 means a 34% yield). The reactants are [Cl:1][C:2]1[C:10]2[N:9]=[C:8]3[N:11]([C:16]4[C:17]([CH3:23])=[CH:18][C:19](=[O:22])[NH:20][CH:21]=4)[CH2:12][CH2:13][CH2:14][CH2:15][N:7]3[C:6]=2[C:5]([CH:24]([CH2:27][CH3:28])[CH2:25][CH3:26])=[CH:4][CH:3]=1.[F:29][C:30]([F:43])([F:42])[S:31](O[S:31]([C:30]([F:43])([F:42])[F:29])(=[O:33])=[O:32])(=[O:33])=[O:32]. The catalyst is N1C=CC=CC=1.C(=O)([O-])O.[Na+]. The product is [F:29][C:30]([F:43])([F:42])[S:31]([O:22][C:19]1[CH:18]=[C:17]([CH3:23])[C:16]([N:11]2[C:8]3=[N:9][C:10]4[C:2]([Cl:1])=[CH:3][CH:4]=[C:5]([CH:24]([CH2:25][CH3:26])[CH2:27][CH3:28])[C:6]=4[N:7]3[CH2:15][CH2:14][CH2:13][CH2:12]2)=[CH:21][N:20]=1)(=[O:33])=[O:32]. The yield is 0.850.